This data is from Reaction yield outcomes from USPTO patents with 853,638 reactions. The task is: Predict the reaction yield, written as a fraction of the theoretical maximum amount of product (1.0 means a 100% yield; for example, 0.34 means a 34% yield). (1) The reactants are [CH3:1][O:2][C:3]1[C:4]([O:14][CH2:15][CH2:16][CH2:17][N:18]2[CH2:23][CH2:22][O:21][CH2:20][CH2:19]2)=[CH:5][C:6]([N+:11]([O-:13])=[O:12])=[C:7]([CH:10]=1)[CH:8]=O.[Br-].[NH:25]1[C:33]2[C:28](=[CH:29][CH:30]=[CH:31][CH:32]=2)[C:27]([CH2:34][P+](C2C=CC=CC=2)(C2C=CC=CC=2)C2C=CC=CC=2)=[N:26]1.C(=O)([O-])[O-].[K+].[K+].O. The catalyst is CO. The product is [CH3:1][O:2][C:3]1[C:4]([O:14][CH2:15][CH2:16][CH2:17][N:18]2[CH2:23][CH2:22][O:21][CH2:20][CH2:19]2)=[CH:5][C:6]([N+:11]([O-:13])=[O:12])=[C:7](/[CH:8]=[CH:34]/[C:27]2[C:28]3[C:33](=[CH:32][CH:31]=[CH:30][CH:29]=3)[NH:25][N:26]=2)[CH:10]=1. The yield is 1.00. (2) The reactants are C([C@H]1CO1)(C1C=CC=CC=1)C1C=CC=CC=1.C([Mg]Br)=C.[C:21]1([CH:27]([C:33]2[CH:38]=[CH:37][CH:36]=[CH:35][CH:34]=2)[C@@H:28]([OH:32])[CH2:29][CH:30]=[CH2:31])[CH:26]=[CH:25][CH:24]=[CH:23][CH:22]=1. No catalyst specified. The product is [C:33]1([CH:27]([C:21]2[CH:22]=[CH:23][CH:24]=[CH:25][CH:26]=2)[C@H:28]([OH:32])[CH2:29][CH:30]=[CH2:31])[CH:34]=[CH:35][CH:36]=[CH:37][CH:38]=1. The yield is 0.700. (3) The reactants are [C:1]1([C:7]2[CH:16]=[C:15](O)[C:14]3[C:9](=[CH:10][C:11]([O:18][CH3:19])=[CH:12][CH:13]=3)[N:8]=2)[CH:6]=[CH:5][CH:4]=[CH:3][CH:2]=1.P(Cl)(Cl)([Cl:22])=O. No catalyst specified. The product is [C:1]1([C:7]2[CH:16]=[C:15]([Cl:22])[C:14]3[C:9](=[CH:10][C:11]([O:18][CH3:19])=[CH:12][CH:13]=3)[N:8]=2)[CH:6]=[CH:5][CH:4]=[CH:3][CH:2]=1. The yield is 0.910.